Dataset: Full USPTO retrosynthesis dataset with 1.9M reactions from patents (1976-2016). Task: Predict the reactants needed to synthesize the given product. (1) Given the product [CH3:1][C:2]1[CH:36]=[CH:35][CH:34]=[CH:33][C:3]=1[CH2:4][O:5][C:6]1[CH:7]=[C:8]([CH:22]=[C:23]([O:25][CH2:26][C:27]2[CH:31]=[C:30]([CH3:32])[O:29][N:28]=2)[CH:24]=1)[C:9]([NH:11][C:12]1[N:17]=[CH:16][C:15]([C:18]([OH:20])=[O:19])=[CH:14][CH:13]=1)=[O:10], predict the reactants needed to synthesize it. The reactants are: [CH3:1][C:2]1[CH:36]=[CH:35][CH:34]=[CH:33][C:3]=1[CH2:4][O:5][C:6]1[CH:7]=[C:8]([CH:22]=[C:23]([O:25][CH2:26][C:27]2[CH:31]=[C:30]([CH3:32])[O:29][N:28]=2)[CH:24]=1)[C:9]([NH:11][C:12]1[N:17]=[CH:16][C:15]([C:18]([O:20]C)=[O:19])=[CH:14][CH:13]=1)=[O:10].[OH-].[Na+].Cl. (2) Given the product [F:1][C:2]1[CH:7]=[C:6]([CH3:8])[C:5]([S:9][CH2:10][C:11]([F:12])([F:13])[F:14])=[CH:4][C:3]=1[N:15]1[C:19]([C:20]([O:22][CH2:23][CH3:24])=[O:21])=[CH:18][C:17]([O:25][CH2:35][C:34]([F:54])([F:53])[C:33]([F:56])([F:55])[F:32])=[N:16]1, predict the reactants needed to synthesize it. The reactants are: [F:1][C:2]1[CH:7]=[C:6]([CH3:8])[C:5]([S:9][CH2:10][C:11]([F:14])([F:13])[F:12])=[CH:4][C:3]=1[N:15]1[C:19]([C:20]([O:22][CH2:23][CH3:24])=[O:21])=[CH:18][C:17]([OH:25])=[N:16]1.C(=O)([O-])[O-].[K+].[K+].[F:32][C:33]([F:56])([F:55])[C:34]([F:54])([F:53])[C:35](F)(F)C(F)(F)S(O[CH2:35][C:34]([F:54])([F:53])[C:33]([F:56])([F:55])[F:32])(=O)=O. (3) Given the product [CH2:19]([NH:21][C:22]1[CH:23]=[C:24]([CH:27]=[CH:28][C:29]=1[O:30][CH3:31])[CH2:25][N:16]1[CH2:17][CH2:18][CH:13]([NH:12][C:4]2[O:5][C:6]3[CH:7]=[N:8][CH:9]=[CH:10][C:11]=3[N:3]=2)[CH2:14][CH2:15]1)[CH3:20], predict the reactants needed to synthesize it. The reactants are: Cl.Cl.[N:3]1[C:11]2[CH:10]=[CH:9][N:8]=[CH:7][C:6]=2[O:5][C:4]=1[NH:12][CH:13]1[CH2:18][CH2:17][NH:16][CH2:15][CH2:14]1.[CH2:19]([NH:21][C:22]1[CH:23]=[C:24]([CH:27]=[CH:28][C:29]=1[O:30][CH3:31])[CH:25]=O)[CH3:20].C([BH3-])#N.[Na+].C(N(C(C)C)C(C)C)C. (4) Given the product [CH3:17][C@H:14]1[NH:13][CH2:12][C:11]2[CH:10]=[CH:9][C:4]([C:5]([O:7][CH3:8])=[O:6])=[CH:3][C:2]=2[O:16][CH2:15]1, predict the reactants needed to synthesize it. The reactants are: Br[C:2]1[CH:3]=[C:4]([CH:9]=[CH:10][C:11]=1[CH2:12][NH:13][C@H:14]([CH3:17])[CH2:15][OH:16])[C:5]([O:7][CH3:8])=[O:6].C([O-])([O-])=O.[K+].[K+]. (5) Given the product [NH:22]1[CH2:23][CH:20]([CH2:19][C:17]2[CH:16]=[CH:15][C:13]3[N:14]=[C:9]([N:8]4[C:7]5[CH:37]=[CH:38][CH:39]=[CH:40][C:6]=5[N:5]=[C:4]4[CH:1]([CH3:3])[CH3:2])[N:10]=[C:11]([N:31]4[CH2:36][CH2:35][O:34][CH2:33][CH2:32]4)[C:12]=3[N:18]=2)[CH2:21]1, predict the reactants needed to synthesize it. The reactants are: [CH:1]([C:4]1[N:8]([C:9]2[N:10]=[C:11]([N:31]3[CH2:36][CH2:35][O:34][CH2:33][CH2:32]3)[C:12]3[N:18]=[C:17]([CH2:19][CH:20]4[CH2:23][N:22](C(OC(C)(C)C)=O)[CH2:21]4)[CH:16]=[CH:15][C:13]=3[N:14]=2)[C:7]2[CH:37]=[CH:38][CH:39]=[CH:40][C:6]=2[N:5]=1)([CH3:3])[CH3:2].Cl. (6) Given the product [CH3:5][CH2:4][N:3]([C:6]([C:8]1([C:13]2[CH:14]=[CH:15][CH:16]=[CH:17][CH:18]=2)[CH:10]([CH2:11][NH2:12])[CH2:9]1)=[O:7])[CH2:2][CH3:1].[ClH:19].[ClH:19], predict the reactants needed to synthesize it. The reactants are: [CH3:1][CH2:2][N:3]([C:6]([C:8]1([C:13]2[CH:14]=[CH:15][CH:16]=[CH:17][CH:18]=2)[CH:10]([CH2:11][NH2:12])[CH2:9]1)=[O:7])[CH2:4][CH3:5].[ClH:19].C(O)(C)C.C(OCC)(=O)C. (7) Given the product [Br:1][C:2]1[C:3]([C@@H:10]([NH:20][C:21](=[O:39])[CH2:22][N:23]2[C:31]3[C:30]([F:33])([F:32])[CH2:29][CH2:28][C:27]([F:34])([F:35])[C:26]=3[C:25]([CH:36]([F:37])[F:38])=[N:24]2)[CH2:11][C:12]2[CH:13]=[C:14]([F:19])[CH:15]=[C:16]([F:18])[CH:17]=2)=[N:4][C:5]([NH:8][CH2:9][CH2:81][O:82][CH2:83][CH2:84][O:85][CH3:86])=[N:6][CH:7]=1, predict the reactants needed to synthesize it. The reactants are: [Br:1][C:2]1[C:3]([C@@H:10]([NH:20][C:21](=[O:39])[CH2:22][N:23]2[C:31]3[C:30]([F:33])([F:32])[CH2:29][CH2:28][C:27]([F:35])([F:34])[C:26]=3[C:25]([CH:36]([F:38])[F:37])=[N:24]2)[CH2:11][C:12]2[CH:17]=[C:16]([F:18])[CH:15]=[C:14]([F:19])[CH:13]=2)=[N:4][C:5]([NH:8][CH3:9])=[N:6][CH:7]=1.BrC1C([C@@H](NC(=O)CN2C3C(F)(F)CCC(F)(F)C=3C(C(F)F)=N2)CC2C=C(F)C=C(F)C=2)=NC(S(C)(=O)=O)=NC=1.[CH3:81][O:82][CH2:83][CH2:84][O:85][CH2:86]CN.